Dataset: Full USPTO retrosynthesis dataset with 1.9M reactions from patents (1976-2016). Task: Predict the reactants needed to synthesize the given product. (1) The reactants are: [CH2:1]([NH:3][C:4]([NH:6][C:7]1[CH:12]=[CH:11][C:10]([C:13]2[N:14]=[C:15]([N:23]3[CH2:28][CH2:27][O:26][CH2:25][CH2:24]3)[C:16]3[CH2:22][CH2:21][NH:20][CH2:19][C:17]=3[N:18]=2)=[CH:9][CH:8]=1)=[O:5])[CH3:2].[O:29]1[CH2:32][C:31](=O)[CH2:30]1. Given the product [CH2:1]([NH:3][C:4]([NH:6][C:7]1[CH:8]=[CH:9][C:10]([C:13]2[N:14]=[C:15]([N:23]3[CH2:24][CH2:25][O:26][CH2:27][CH2:28]3)[C:16]3[CH2:22][CH2:21][N:20]([CH:31]4[CH2:32][O:29][CH2:30]4)[CH2:19][C:17]=3[N:18]=2)=[CH:11][CH:12]=1)=[O:5])[CH3:2], predict the reactants needed to synthesize it. (2) Given the product [C:6]([O:8][CH3:9])(=[O:7])[CH2:5][CH2:4][CH2:3][CH2:2][CH2:1][CH2:24][CH2:25][CH2:26][CH2:27][CH2:28][CH3:29], predict the reactants needed to synthesize it. The reactants are: [CH2:1](O)[C@H:2]1[O:7][C@H:6]([O:8][C@:9]2(CO)O[C@H](CO)[C@@H](O)[C@@H]2O)[C@H:5](O)[C@@H:4](O)[C@@H:3]1O.[C:24]([O-])(=O)[CH2:25][CH2:26][CH2:27][CH2:28][CH2:29][CH2:24][CH2:25][CH2:26][CH2:27][CH2:28][CH3:29].[Na+].OO. (3) The reactants are: [C:1]([Br:4])(=[O:3])[CH3:2].[CH3:5][C:6]1[C:11]([CH3:12])=[C:10]([N+]([O-])=[O:14])[CH:9]=[CH:8][N+:7]=1[O-:16].C([O-])([O-])=O.[K+].[K+]. Given the product [C:1]([O-:3])(=[O:14])[CH3:2].[Br:4][C:10]1[CH:9]=[CH:8][N+:7]([OH:16])=[C:6]([CH3:5])[C:11]=1[CH3:12], predict the reactants needed to synthesize it.